This data is from Full USPTO retrosynthesis dataset with 1.9M reactions from patents (1976-2016). The task is: Predict the reactants needed to synthesize the given product. Given the product [NH2:15][C:12]1[N:11]=[CH:10][C:9]([C:2]([CH3:1])([CH3:8])[C:3]([O:5][CH2:6][CH3:7])=[O:4])=[CH:14][CH:13]=1, predict the reactants needed to synthesize it. The reactants are: [CH3:1][C:2]([C:9]1[CH:10]=[N:11][C:12]([N+:15]([O-])=O)=[CH:13][CH:14]=1)([CH3:8])[C:3]([O:5][CH2:6][CH3:7])=[O:4].[Cl-].[NH4+].CO.O.